From a dataset of Forward reaction prediction with 1.9M reactions from USPTO patents (1976-2016). Predict the product of the given reaction. (1) Given the reactants [BrH:1].[F:2][C:3]1([F:53])[CH2:8][CH2:7][CH:6]([C:9]2[C:18]3[C@@H:17]([OH:19])[CH2:16][C:15]([CH3:21])([CH3:20])[CH2:14][C:13]=3[N:12]=[C:11]([CH:22]3[CH2:27][CH2:26][N:25]([C:28]4[N:33]=[CH:32][C:31]([O:34][CH2:35][CH2:36][C:37]([OH:40])([CH3:39])[CH3:38])=[CH:30][N:29]=4)[CH2:24][CH2:23]3)[C:10]=2[C@@H:41]([F:52])[C:42]2[CH:47]=[CH:46][C:45]([C:48]([F:51])([F:50])[F:49])=[CH:44][CH:43]=2)[CH2:5][CH2:4]1, predict the reaction product. The product is: [BrH:1].[F:53][C:3]1([F:2])[CH2:4][CH2:5][CH:6]([C:9]2[C:18]3[C@@H:17]([OH:19])[CH2:16][C:15]([CH3:20])([CH3:21])[CH2:14][C:13]=3[N:12]=[C:11]([CH:22]3[CH2:23][CH2:24][N:25]([C:28]4[N:33]=[CH:32][C:31]([O:34][CH2:35][CH2:36][C:37]([OH:40])([CH3:38])[CH3:39])=[CH:30][N:29]=4)[CH2:26][CH2:27]3)[C:10]=2[C@@H:41]([F:52])[C:42]2[CH:47]=[CH:46][C:45]([C:48]([F:49])([F:51])[F:50])=[CH:44][CH:43]=2)[CH2:7][CH2:8]1. (2) Given the reactants C([N:4]1[C:8]2=[N:9][CH:10]=[C:11]([F:14])[C:12](I)=[C:7]2[CH:6]=[CH:5]1)(=O)C.[CH2:15]([N:17]1[CH:21]=[C:20](B2OC(C)(C)C(C)(C)O2)[C:19]([C:31]2[CH:36]=[CH:35][C:34]([N+:37]([O-:39])=[O:38])=[CH:33][CH:32]=2)=[N:18]1)[CH3:16].C(=O)(O)[O-].[Na+].O, predict the reaction product. The product is: [CH2:15]([N:17]1[CH:21]=[C:20]([C:12]2[C:11]([F:14])=[CH:10][N:9]=[C:8]3[NH:4][CH:5]=[CH:6][C:7]=23)[C:19]([C:31]2[CH:36]=[CH:35][C:34]([N+:37]([O-:39])=[O:38])=[CH:33][CH:32]=2)=[N:18]1)[CH3:16]. (3) Given the reactants [C:1]([C:3]1[CH:4]=[C:5]([CH:27]=[CH:28][CH:29]=1)[O:6][C:7]1[CH:12]=[C:11]([C:13](OCC)=[O:14])[CH:10]=[C:9]([O:18][C:19]2[CH:24]=[CH:23][CH:22]=[C:21]([C:25]#[N:26])[CH:20]=2)[N:8]=1)#[N:2].[OH-].[Li+].S(Cl)(Cl)=O.Cl.[CH3:37][NH2:38].C(=O)([O-])[O-].[K+].[K+], predict the reaction product. The product is: [C:1]([C:3]1[CH:4]=[C:5]([CH:27]=[CH:28][CH:29]=1)[O:6][C:7]1[CH:12]=[C:11]([C:13]([NH:38][CH3:37])=[O:14])[CH:10]=[C:9]([O:18][C:19]2[CH:24]=[CH:23][CH:22]=[C:21]([C:25]#[N:26])[CH:20]=2)[N:8]=1)#[N:2]. (4) Given the reactants [Cl:1][C:2]1[C:7]([S:8](Cl)(=[O:10])=[O:9])=[CH:6][CH:5]=[CH:4][N:3]=1.[S:12]1[C:16]2[CH:17]=[C:18]([NH2:21])[CH:19]=[CH:20][C:15]=2[N:14]=[CH:13]1, predict the reaction product. The product is: [S:12]1[C:16]2[CH:17]=[C:18]([NH:21][S:8]([C:7]3[C:2]([Cl:1])=[N:3][CH:4]=[CH:5][CH:6]=3)(=[O:10])=[O:9])[CH:19]=[CH:20][C:15]=2[N:14]=[CH:13]1.